The task is: Predict the reactants needed to synthesize the given product.. This data is from Full USPTO retrosynthesis dataset with 1.9M reactions from patents (1976-2016). (1) Given the product [CH2:18]([O:25][C:43](=[O:46])[NH:40][C:5]1([C:11]2[CH:12]=[N:13][CH:14]=[CH:15][CH:16]=2)[CH2:4][O:3][C:2]([CH3:1])([CH3:17])[O:7][CH2:6]1)[C:19]1[CH:24]=[CH:23][CH:22]=[CH:21][CH:20]=1, predict the reactants needed to synthesize it. The reactants are: [CH3:1][C:2]1([CH3:17])[O:7][CH2:6][C:5]([C:11]2[CH:12]=[N:13][CH:14]=[CH:15][CH:16]=2)(C(O)=O)[CH2:4][O:3]1.[CH2:18]([OH:25])[C:19]1[CH:24]=[CH:23][CH:22]=[CH:21][CH:20]=1.C1(P([N:40]=[N+]=[N-])(C2C=CC=CC=2)=O)C=CC=CC=1.[C:43](=[O:46])([O-])O.[Na+]. (2) Given the product [C:4]([C:5]1[CH:6]=[N:7][C:8]([N:11]2[CH2:12][CH2:13][N:14]([C:17]([C:19]3[CH:24]=[CH:23][CH:22]=[CH:21][C:20]=3[C:25]([F:28])([F:27])[F:26])=[O:18])[CH2:15][CH2:16]2)=[N:9][CH:10]=1)#[CH:3], predict the reactants needed to synthesize it. The reactants are: OC(C)(C)[C:3]#[C:4][C:5]1[CH:6]=[N:7][C:8]([N:11]2[CH2:16][CH2:15][N:14]([C:17]([C:19]3[CH:24]=[CH:23][CH:22]=[CH:21][C:20]=3[C:25]([F:28])([F:27])[F:26])=[O:18])[CH2:13][CH2:12]2)=[N:9][CH:10]=1.[Na]. (3) Given the product [Cl:1][C:2]1[C:6]2[CH:7]=[C:8]([CH:13]=[O:14])[C:9]([N:27]3[CH2:26][C@H:25]([CH3:24])[O:30][C@H:29]([CH3:31])[CH2:28]3)=[C:10]([F:11])[C:5]=2[O:4][N:3]=1, predict the reactants needed to synthesize it. The reactants are: [Cl:1][C:2]1[C:6]2[CH:7]=[C:8]([CH:13]=[O:14])[C:9](F)=[C:10]([F:11])[C:5]=2[O:4][N:3]=1.CCN(C(C)C)C(C)C.[CH3:24][C@H:25]1[O:30][C@@H:29]([CH3:31])[CH2:28][NH:27][CH2:26]1. (4) Given the product [C:13]([O:12][C:10]([N:1]1[C:9]2[C:4](=[CH:5][CH:6]=[CH:7][CH:8]=2)[CH:3]=[C:2]1[B:34]([OH:35])[OH:33])=[O:11])([CH3:16])([CH3:15])[CH3:14], predict the reactants needed to synthesize it. The reactants are: [NH:1]1[C:9]2[C:4](=[CH:5][CH:6]=[CH:7][CH:8]=2)[CH:3]=[CH:2]1.[C:10](O[C:10]([O:12][C:13]([CH3:16])([CH3:15])[CH3:14])=[O:11])([O:12][C:13]([CH3:16])([CH3:15])[CH3:14])=[O:11].C([N-]C(C)C)(C)C.C[O:33][B:34](OC)[O:35]C.